From a dataset of Full USPTO retrosynthesis dataset with 1.9M reactions from patents (1976-2016). Predict the reactants needed to synthesize the given product. Given the product [CH2:1]([C:11]1[CH:16]=[CH:15][C:14]([C:17]2[C:18]([C:23]3[C:24]([C:30]4[CH:31]=[CH:32][C:33]([OH:36])=[CH:34][CH:35]=4)=[C:25]([CH3:29])[CH:26]=[CH:27][CH:28]=3)=[CH:19][CH:20]=[CH:21][CH:22]=2)=[CH:13][CH:12]=1)[CH2:2][CH2:3][CH2:4][CH2:5][CH2:6][CH2:7][CH2:8][CH2:9][CH3:10], predict the reactants needed to synthesize it. The reactants are: [CH2:1]([C:11]1[CH:16]=[CH:15][C:14]([C:17]2[C:18]([C:23]3[C:24]([C:30]4[CH:35]=[CH:34][C:33]([O:36]C)=[CH:32][CH:31]=4)=[C:25]([CH3:29])[CH:26]=[CH:27][CH:28]=3)=[CH:19][CH:20]=[CH:21][CH:22]=2)=[CH:13][CH:12]=1)[CH2:2][CH2:3][CH2:4][CH2:5][CH2:6][CH2:7][CH2:8][CH2:9][CH3:10].C(O)(=O)C.I.